Dataset: Catalyst prediction with 721,799 reactions and 888 catalyst types from USPTO. Task: Predict which catalyst facilitates the given reaction. (1) Reactant: [C:1](=[O:8])([O:5][CH2:6][CH3:7])OCC.[H-].[Na+].[C:11]1(=[O:17])[CH2:16][CH2:15][CH2:14][CH2:13][CH2:12]1.Cl. Product: [O:17]=[C:11]1[CH2:16][CH2:15][CH2:14][CH2:13][CH:12]1[C:1]([O:5][CH2:6][CH3:7])=[O:8]. The catalyst class is: 220. (2) Reactant: [CH2:1]([O:3][C:4]([C:6]1[CH:11]=[C:10]([C:12]#[C:13][CH2:14][N:15]([C:17]([O:19][C:20]([CH3:23])([CH3:22])[CH3:21])=[O:18])[CH3:16])[CH:9]=[C:8]([C:24]([O:26][CH2:27][CH3:28])=[O:25])[CH:7]=1)=[O:5])[CH3:2]. Product: [CH2:27]([O:26][C:24]([C:8]1[CH:9]=[C:10]([CH2:12][CH2:13][CH2:14][N:15]([C:17]([O:19][C:20]([CH3:21])([CH3:23])[CH3:22])=[O:18])[CH3:16])[CH:11]=[C:6]([C:4]([O:3][CH2:1][CH3:2])=[O:5])[CH:7]=1)=[O:25])[CH3:28]. The catalyst class is: 19. (3) Reactant: [CH3:1][NH:2][CH:3]1[C:12]2[N:11]=[CH:10][CH:9]=[CH:8][C:7]=2[CH2:6][CH2:5][CH2:4]1.[CH2:13](Br)[C:14]#[CH:15].[I-].[Na+].C(=O)([O-])[O-].[Na+].[Na+]. Product: [CH3:1][N:2]([CH2:15][C:14]#[CH:13])[CH:3]1[C:12]2[N:11]=[CH:10][CH:9]=[CH:8][C:7]=2[CH2:6][CH2:5][CH2:4]1. The catalyst class is: 20.